From a dataset of Reaction yield outcomes from USPTO patents with 853,638 reactions. Predict the reaction yield, written as a fraction of the theoretical maximum amount of product (1.0 means a 100% yield; for example, 0.34 means a 34% yield). The reactants are [F:1][C:2]1[CH:7]=[CH:6][C:5]([F:8])=[CH:4][C:3]=1[CH:9]([S:20][C:21]1[CH:22]=[N:23][C:24]([C:27]([F:30])([F:29])[F:28])=[CH:25][CH:26]=1)[C:10]1[C:11]([CH3:19])=[CH:12][C:13]([C:16]([OH:18])=O)=[N:14][CH:15]=1.Cl.[CH3:32][NH:33][CH3:34].ON1C2C=CC=CC=2N=N1.Cl.C(N=C=NCCCN(C)C)C. The catalyst is C(Cl)Cl. The product is [F:1][C:2]1[CH:7]=[CH:6][C:5]([F:8])=[CH:4][C:3]=1[CH:9]([S:20][C:21]1[CH:22]=[N:23][C:24]([C:27]([F:28])([F:29])[F:30])=[CH:25][CH:26]=1)[C:10]1[C:11]([CH3:19])=[CH:12][C:13]([C:16]([N:33]([CH3:34])[CH3:32])=[O:18])=[N:14][CH:15]=1. The yield is 0.990.